This data is from Catalyst prediction with 721,799 reactions and 888 catalyst types from USPTO. The task is: Predict which catalyst facilitates the given reaction. (1) Reactant: Cl[CH2:2][C:3]([N:5]1[CH2:10][CH2:9][C:8]2([C:14]3[CH:15]=[CH:16][CH:17]=[CH:18][C:13]=3[C:12](=[O:19])[O:11]2)[CH2:7][CH2:6]1)=[O:4].[C:20]1([CH:26]([NH2:33])[C:27]2[CH:32]=[CH:31][CH:30]=[CH:29][CH:28]=2)[CH:25]=[CH:24][CH:23]=[CH:22][CH:21]=1.C(N(CC)CC)C.O. Product: [C:27]1([CH:26]([C:20]2[CH:21]=[CH:22][CH:23]=[CH:24][CH:25]=2)[NH:33][CH2:2][C:3]([N:5]2[CH2:10][CH2:9][C:8]3([C:14]4[CH:15]=[CH:16][CH:17]=[CH:18][C:13]=4[C:12](=[O:19])[O:11]3)[CH2:7][CH2:6]2)=[O:4])[CH:28]=[CH:29][CH:30]=[CH:31][CH:32]=1. The catalyst class is: 3. (2) Reactant: [NH2:1][C:2]1[CH:3]=[C:4]2[C:9](=[CH:10][CH:11]=1)[N:8]=[CH:7][CH:6]=[C:5]2[Cl:12].[CH:13](=O)[C:14]1[CH:19]=[CH:18][CH:17]=[CH:16][CH:15]=1.[C:21](O[BH-](OC(=O)C)OC(=O)C)(=O)C.[Na+]. Product: [CH2:13]([NH:1][C:2]1[CH:3]=[C:4]2[C:9](=[CH:10][CH:11]=1)[N:8]=[C:7]([CH3:21])[CH:6]=[C:5]2[Cl:12])[C:14]1[CH:19]=[CH:18][CH:17]=[CH:16][CH:15]=1. The catalyst class is: 417. (3) Reactant: [F:1][C:2]1[CH:3]=[C:4]([C:12]2[S:16][C:15]([NH2:17])=[N:14][C:13]=2[CH3:18])[CH:5]=[CH:6][C:7]=1[S:8]([CH3:11])(=[O:10])=[O:9].CCN(C(C)C)C(C)C.[CH2:28]([O:30][C:31](=[O:38])[CH2:32][CH2:33][CH2:34][N:35]=[C:36]=[O:37])[CH3:29]. Product: [CH2:28]([O:30][C:31](=[O:38])[CH2:32][CH2:33][CH2:34][NH:35][C:36]([NH:17][C:15]1[S:16][C:12]([C:4]2[CH:5]=[CH:6][C:7]([S:8]([CH3:11])(=[O:9])=[O:10])=[C:2]([F:1])[CH:3]=2)=[C:13]([CH3:18])[N:14]=1)=[O:37])[CH3:29]. The catalyst class is: 2. (4) Reactant: [CH:1]1([NH:4][C:5]([NH:7][C:8]2[CH:13]=[CH:12][C:11]([O:14][C:15]3[CH:20]=[CH:19][N:18]=[C:17]4[CH:21]=[C:22]([C:24]5[N:25]=[CH:26][N:27]([CH2:29][CH:30](OCC)[O:31]CC)[CH:28]=5)[S:23][C:16]=34)=[C:10]([F:37])[CH:9]=2)=[O:6])[CH2:3][CH2:2]1.Cl. Product: [CH:1]1([NH:4][C:5]([NH:7][C:8]2[CH:13]=[CH:12][C:11]([O:14][C:15]3[CH:20]=[CH:19][N:18]=[C:17]4[CH:21]=[C:22]([C:24]5[N:25]=[CH:26][N:27]([CH2:29][CH:30]=[O:31])[CH:28]=5)[S:23][C:16]=34)=[C:10]([F:37])[CH:9]=2)=[O:6])[CH2:2][CH2:3]1. The catalyst class is: 313. (5) Reactant: [NH:1]1[CH:5]=[CH:4][C:3]([C:6]2[CH:7]=[N:8][CH:9]=[CH:10][CH:11]=2)=[N:2]1.[N+:12]([O-])([OH:14])=[O:13].C(=O)([O-])[O-].[Na+].[Na+]. Product: [N+:12]([C:4]1[C:3]([C:6]2[CH:7]=[N:8][CH:9]=[CH:10][CH:11]=2)=[N:2][NH:1][CH:5]=1)([O-:14])=[O:13]. The catalyst class is: 65. (6) Reactant: [Cl:1][C:2]1[C:15]([Cl:16])=[CH:14][C:5]2[NH:6][C:7]([CH2:9][C:10]([F:13])([F:12])[F:11])=[N:8][C:4]=2[CH:3]=1.C(=O)([O-])[O-].[K+].[K+].[CH3:23][C:24]1[CH:31]=[CH:30][CH:29]=[CH:28][C:25]=1[CH2:26]Br. Product: [Cl:16][C:15]1[C:2]([Cl:1])=[CH:3][C:4]2[N:8]([CH2:23][C:24]3[CH:31]=[CH:30][CH:29]=[CH:28][C:25]=3[CH3:26])[C:7]([CH2:9][C:10]([F:12])([F:13])[F:11])=[N:6][C:5]=2[CH:14]=1. The catalyst class is: 3.